Dataset: Catalyst prediction with 721,799 reactions and 888 catalyst types from USPTO. Task: Predict which catalyst facilitates the given reaction. (1) Reactant: [F:1][C:2]1[CH:7]=[CH:6][C:5]([C:8]2[N:12]([CH2:13][O:14][CH2:15][CH2:16][Si:17]([CH3:20])([CH3:19])[CH3:18])[C:11]([CH2:21][N:22]([CH:38]3[C:47]4[N:46]=[CH:45][CH:44]=[CH:43][C:42]=4[CH2:41][CH2:40][CH2:39]3)[CH2:23][CH2:24][CH2:25][CH2:26][N:27]3C(=O)C4C(=CC=CC=4)C3=O)=[N:10][CH:9]=2)=[CH:4][CH:3]=1.O.NN. Product: [F:1][C:2]1[CH:3]=[CH:4][C:5]([C:8]2[N:12]([CH2:13][O:14][CH2:15][CH2:16][Si:17]([CH3:19])([CH3:20])[CH3:18])[C:11]([CH2:21][N:22]([CH:38]3[C:47]4[N:46]=[CH:45][CH:44]=[CH:43][C:42]=4[CH2:41][CH2:40][CH2:39]3)[CH2:23][CH2:24][CH2:25][CH2:26][NH2:27])=[N:10][CH:9]=2)=[CH:6][CH:7]=1. The catalyst class is: 8. (2) Reactant: [CH2:1]([O:3][C:4]([C:6]1[CH:7]=[C:8]([C:12]2[CH2:13][CH2:14][N:15]([C:18]([O:20][C:21]([CH3:24])([CH3:23])[CH3:22])=[O:19])[CH2:16][CH:17]=2)[CH:9]=[CH:10][CH:11]=1)=[O:5])[CH3:2]. Product: [CH2:1]([O:3][C:4]([C:6]1[CH:7]=[C:8]([CH:12]2[CH2:17][CH2:16][N:15]([C:18]([O:20][C:21]([CH3:22])([CH3:24])[CH3:23])=[O:19])[CH2:14][CH2:13]2)[CH:9]=[CH:10][CH:11]=1)=[O:5])[CH3:2]. The catalyst class is: 105.